Dataset: Forward reaction prediction with 1.9M reactions from USPTO patents (1976-2016). Task: Predict the product of the given reaction. (1) Given the reactants [K].[CH3:2][CH:3]([CH3:5])[O-:4].[K+].[Br:7][C:8]1[CH:9]=[N:10][CH:11]=[C:12](Br)[CH:13]=1, predict the reaction product. The product is: [CH:3]([O:4][C:12]1[CH:13]=[C:8]([Br:7])[CH:9]=[N:10][CH:11]=1)([CH3:5])[CH3:2]. (2) Given the reactants [CH3:1][O:2][C:3]1[CH:4]=[C:5]([S:11]([NH:14][CH2:15][CH2:16][N:17]([CH:31]2[CH2:33][CH2:32]2)[S:18]([C:21]2[CH:26]=[CH:25][C:24]([O:27][CH3:28])=[C:23]([O:29][CH3:30])[CH:22]=2)(=[O:20])=[O:19])(=[O:13])=[O:12])[CH:6]=[CH:7][C:8]=1[O:9][CH3:10].I[CH:35]([CH3:37])[CH3:36].C(=O)([O-])[O-].[K+].[K+], predict the reaction product. The product is: [CH3:30][O:29][C:23]1[CH:22]=[C:21]([S:18]([N:17]([CH:31]2[CH2:32][CH2:33]2)[CH2:16][CH2:15][N:14]([CH:35]([CH3:37])[CH3:36])[S:11]([C:5]2[CH:6]=[CH:7][C:8]([O:9][CH3:10])=[C:3]([O:2][CH3:1])[CH:4]=2)(=[O:12])=[O:13])(=[O:20])=[O:19])[CH:26]=[CH:25][C:24]=1[O:27][CH3:28]. (3) Given the reactants [CH2:1]([N:3]([CH2:6][C:7]1[CH:15]=[CH:14][C:10]([C:11]([OH:13])=O)=[CH:9][CH:8]=1)[CH2:4][CH3:5])[CH3:2].Cl.[CH2:17]([O:19][CH2:20][C@H:21]1[CH2:26][CH2:25][CH2:24][N:23]([CH2:27][C@H:28]2[CH2:33][CH2:32][CH2:31][CH2:30][C@@H:29]2[NH2:34])[CH2:22]1)[CH3:18].C(N(C(C)C)CC)(C)C.CN(C(ON1N=NC2C=CC=NC1=2)=[N+](C)C)C.F[P-](F)(F)(F)(F)F, predict the reaction product. The product is: [CH2:4]([N:3]([CH2:6][C:7]1[CH:8]=[CH:9][C:10]([C:11]([NH:34][C@H:29]2[CH2:30][CH2:31][CH2:32][CH2:33][C@@H:28]2[CH2:27][N:23]2[CH2:24][CH2:25][CH2:26][C@H:21]([CH2:20][O:19][CH2:17][CH3:18])[CH2:22]2)=[O:13])=[CH:14][CH:15]=1)[CH2:1][CH3:2])[CH3:5]. (4) Given the reactants [C:1]([O:5][C:6]([N:8]1[CH2:13][CH2:12][CH:11]([CH2:14][CH2:15][CH2:16][CH2:17][C:18]([O:20]CC)=[O:19])[CH2:10][CH2:9]1)=[O:7])([CH3:4])([CH3:3])[CH3:2].C(OC(=O)CCC1C=NC(C(C#N)(C)C)=C(Cl)C=1)C, predict the reaction product. The product is: [C:1]([O:5][C:6]([N:8]1[CH2:13][CH2:12][CH:11]([CH2:14][CH2:15][CH2:16][CH2:17][C:18]([OH:20])=[O:19])[CH2:10][CH2:9]1)=[O:7])([CH3:4])([CH3:2])[CH3:3].